Dataset: Full USPTO retrosynthesis dataset with 1.9M reactions from patents (1976-2016). Task: Predict the reactants needed to synthesize the given product. (1) The reactants are: [CH2:1]([C:3]1[C:4]([C:25]2[CH:30]=[CH:29][C:28]([OH:31])=[CH:27][CH:26]=2)=[N:5][N:6]([C:15]2[CH:20]=[CH:19][CH:18]=[CH:17][C:16]=2[C:21]([F:24])([F:23])[F:22])[C:7]=1[C:8]1[CH:13]=[CH:12][C:11]([OH:14])=[CH:10][CH:9]=1)[CH3:2].[C:32](Cl)(=[O:37])[C:33]([CH3:36])([CH3:35])[CH3:34].N1C=CC=CC=1.C([O-])(O)=O.[Na+]. Given the product [CH3:34][C:33]([CH3:36])([CH3:35])[C:32]([O:31][C:28]1[CH:27]=[CH:26][C:25]([C:4]2[C:3]([CH2:1][CH3:2])=[C:7]([C:8]3[CH:13]=[CH:12][C:11]([OH:14])=[CH:10][CH:9]=3)[N:6]([C:15]3[CH:20]=[CH:19][CH:18]=[CH:17][C:16]=3[C:21]([F:24])([F:23])[F:22])[N:5]=2)=[CH:30][CH:29]=1)=[O:37], predict the reactants needed to synthesize it. (2) Given the product [CH2:1]([N:3]([CH2:7][CH3:8])[C:4]([N:23]1[C:24]([CH3:26])=[CH:25][C:21]([O:20][C:11]2[C:10]([Cl:9])=[CH:15][C:14]([C:16]([F:19])([F:18])[F:17])=[CH:13][N:12]=2)=[N:22]1)=[O:5])[CH3:2], predict the reactants needed to synthesize it. The reactants are: [CH2:1]([N:3]([CH2:7][CH3:8])[C:4](Cl)=[O:5])[CH3:2].[Cl:9][C:10]1[C:11]([O:20][C:21]2[CH:25]=[C:24]([CH3:26])[NH:23][N:22]=2)=[N:12][CH:13]=[C:14]([C:16]([F:19])([F:18])[F:17])[CH:15]=1.C(=O)([O-])[O-].[K+].[K+].Cl. (3) Given the product [ClH:1].[NH2:30][C:26]1[CH:25]=[C:24]([O:23][C:20]2[CH:21]=[CH:22][C:17]([NH:16][C:14](=[O:15])[CH2:13][C:12]([NH:35][C@@H:36]([C:41]3[CH:46]=[CH:45][CH:44]=[CH:43][CH:42]=3)[C:37]([O:39][CH3:40])=[O:38])=[O:32])=[CH:18][C:19]=2[F:31])[CH:29]=[CH:28][N:27]=1, predict the reactants needed to synthesize it. The reactants are: [ClH:1].NC(=O)[C@@H](N[C:12](=[O:32])[CH2:13][C:14]([NH:16][C:17]1[CH:22]=[CH:21][C:20]([O:23][C:24]2[CH:29]=[CH:28][N:27]=[C:26]([NH2:30])[CH:25]=2)=[C:19]([F:31])[CH:18]=1)=[O:15])C1C=CC=CC=1.Cl.[NH2:35][C@@H:36]([C:41]1[CH:46]=[CH:45][CH:44]=[CH:43][CH:42]=1)[C:37]([O:39][CH3:40])=[O:38]. (4) Given the product [C:19]1([C:2]2[CH:3]=[CH:4][C:5]([NH:8][C:9]3([C:13]4[CH:18]=[CH:17][CH:16]=[CH:15][CH:14]=4)[CH2:12][CH2:11][CH2:10]3)=[N:6][CH:7]=2)[CH:24]=[CH:23][CH:22]=[CH:21][CH:20]=1, predict the reactants needed to synthesize it. The reactants are: Br[C:2]1[CH:3]=[CH:4][C:5]([NH:8][C:9]2([C:13]3[CH:18]=[CH:17][CH:16]=[CH:15][CH:14]=3)[CH2:12][CH2:11][CH2:10]2)=[N:6][CH:7]=1.[C:19]1(B(O)O)[CH:24]=[CH:23][CH:22]=[CH:21][CH:20]=1.C(=O)([O-])[O-].[K+].[K+].O1CCOCC1. (5) Given the product [Si:1]([O:8][C@H:9]([C@H:20]([CH3:26])[CH2:21][N:22]([CH:23]([CH3:25])[CH3:24])[C:30](=[O:31])[C:29]1[CH:33]=[CH:34][CH:35]=[C:36]([N+:37]([O-:39])=[O:38])[C:28]=1[F:27])[CH2:10][N:11]([CH3:19])[C:12](=[O:18])[O:13][C:14]([CH3:15])([CH3:16])[CH3:17])([C:4]([CH3:7])([CH3:5])[CH3:6])([CH3:3])[CH3:2], predict the reactants needed to synthesize it. The reactants are: [Si:1]([O:8][C@H:9]([C@H:20]([CH3:26])[CH2:21][NH:22][CH:23]([CH3:25])[CH3:24])[CH2:10][N:11]([CH3:19])[C:12](=[O:18])[O:13][C:14]([CH3:17])([CH3:16])[CH3:15])([C:4]([CH3:7])([CH3:6])[CH3:5])([CH3:3])[CH3:2].[F:27][C:28]1[C:36]([N+:37]([O-:39])=[O:38])=[CH:35][CH:34]=[CH:33][C:29]=1[C:30](Cl)=[O:31].CCN(CC)CC.O. (6) Given the product [NH2:8][C:9]1[O:17][C:16]2[C:11](=[N:12][CH:13]=[C:14]([CH:18]3[CH2:23][CH2:22][O:21][CH2:20][CH2:19]3)[CH:15]=2)[C:10]=1[C:24]([NH:26][C:27]1[CH:28]=[N:29][CH:30]=[CH:31][C:32]=1[N:33]1[CH2:38][C@H:37]([C:39]([F:41])([F:42])[F:40])[CH2:36][C@H:35]([NH2:43])[CH2:34]1)=[O:25], predict the reactants needed to synthesize it. The reactants are: C(OC([NH:8][C:9]1[O:17][C:16]2[C:11](=[N:12][CH:13]=[C:14]([CH:18]3[CH2:23][CH2:22][O:21][CH2:20][CH2:19]3)[CH:15]=2)[C:10]=1[C:24]([NH:26][C:27]1[CH:28]=[N:29][CH:30]=[CH:31][C:32]=1[N:33]1[CH2:38][C@H:37]([C:39]([F:42])([F:41])[F:40])[CH2:36][C@H:35]([NH:43]C(=O)OC(C)(C)C)[CH2:34]1)=[O:25])=O)(C)(C)C.C(O)(C(F)(F)F)=O. (7) The reactants are: Br[C:2]1[C:3]2[N:4]([CH:12]=[CH:13][N:14]=2)[CH:5]=[C:6]([C:8]([O:10][CH3:11])=[O:9])[N:7]=1.F[B-](F)(F)[C:17]1[CH:22]=[CH:21][CH:20]=[C:19]([C:23]#[C:24][C@:25]2([OH:32])[CH2:29][CH2:28][N:27]([CH3:30])[C:26]2=[O:31])[CH:18]=1.[K+]. Given the product [OH:32][C@@:25]1([C:24]#[C:23][C:19]2[CH:18]=[C:17]([C:2]3[C:3]4[N:4]([CH:12]=[CH:13][N:14]=4)[CH:5]=[C:6]([C:8]([O:10][CH3:11])=[O:9])[N:7]=3)[CH:22]=[CH:21][CH:20]=2)[CH2:29][CH2:28][N:27]([CH3:30])[C:26]1=[O:31], predict the reactants needed to synthesize it.